Dataset: Catalyst prediction with 721,799 reactions and 888 catalyst types from USPTO. Task: Predict which catalyst facilitates the given reaction. Reactant: [F:1][C:2]1[CH:3]=[C:4]([CH2:12][O:13][C:14]2[CH:19]=[CH:18][C:17]([CH2:20][CH2:21][C:22]([O:24]CC)=[O:23])=[C:16]([CH3:27])[C:15]=2[CH3:28])[C:5]2[O:9][C:8]([CH3:10])=[CH:7][C:6]=2[CH:11]=1.O1CCCC1.[Li+].[OH-]. Product: [F:1][C:2]1[CH:3]=[C:4]([CH2:12][O:13][C:14]2[CH:19]=[CH:18][C:17]([CH2:20][CH2:21][C:22]([OH:24])=[O:23])=[C:16]([CH3:27])[C:15]=2[CH3:28])[C:5]2[O:9][C:8]([CH3:10])=[CH:7][C:6]=2[CH:11]=1. The catalyst class is: 6.